Dataset: Full USPTO retrosynthesis dataset with 1.9M reactions from patents (1976-2016). Task: Predict the reactants needed to synthesize the given product. Given the product [CH3:73][N:74]([CH2:75][CH2:76][S:77][CH3:78])[C:56](=[O:59])[O:38][C@H:36](/[CH:35]=[CH:34]\[C:33]([NH:32][C@@H:28]1[CH2:27][C@H:26]([CH3:40])[C@H:25]([CH2:24]/[CH:23]=[C:22](\[CH3:41])/[CH:21]=[CH:20]/[C@H:6]2[O:5][C@H:4]([CH2:3][C:2]([NH2:1])=[O:42])[CH2:11][C@:8]3([O:10][CH2:9]3)[C@@H:7]2[O:12][Si:13]([C:16]([CH3:19])([CH3:17])[CH3:18])([CH3:14])[CH3:15])[O:30][C@@H:29]1[CH3:31])=[O:39])[CH3:37], predict the reactants needed to synthesize it. The reactants are: [NH2:1][C:2](=[O:42])[CH2:3][C@@H:4]1[CH2:11][C@:8]2([O:10][CH2:9]2)[C@H:7]([O:12][Si:13]([C:16]([CH3:19])([CH3:18])[CH3:17])([CH3:15])[CH3:14])[C@@H:6](/[CH:20]=[CH:21]/[C:22](/[CH3:41])=[CH:23]/[CH2:24][C@@H:25]2[O:30][C@H:29]([CH3:31])[C@H:28]([NH:32][C:33](=[O:39])/[CH:34]=[CH:35]\[C@@H:36]([OH:38])[CH3:37])[CH2:27][C@@H:26]2[CH3:40])[O:5]1.C(N(CC)CC)C.[N+](C1C=C[C:56]([O:59]C(=O)OC2C=CC([N+]([O-])=O)=CC=2)=CC=1)([O-])=O.Cl.[CH3:73][NH:74][CH2:75][CH2:76][S:77][CH3:78].